This data is from Forward reaction prediction with 1.9M reactions from USPTO patents (1976-2016). The task is: Predict the product of the given reaction. (1) Given the reactants Br[C:2]1[CH:10]=[C:9]([Cl:11])[C:8]2[N:7]([CH3:12])[CH2:6][CH:5]3[CH2:13][N:14]([C:17]([O:19][C:20]([CH3:23])([CH3:22])[CH3:21])=[O:18])[CH2:15][CH2:16][C:3]=1[C:4]=23.C1COCC1.C([Li])(C)(C)C.CCCCCC, predict the reaction product. The product is: [Cl:11][C:9]1[C:8]2[N:7]([CH3:12])[CH2:6][CH:5]3[CH2:13][N:14]([C:17]([O:19][C:20]([CH3:23])([CH3:22])[CH3:21])=[O:18])[CH2:15][CH2:16][C:3]([C:4]=23)=[CH:2][CH:10]=1. (2) The product is: [CH:2]1([O:10][CH2:11][CH2:12][OH:13])[CH2:9][CH2:8][CH2:7][CH2:6][CH2:5][C:4]#[C:3]1. Given the reactants Br[C:2]1([O:10][CH2:11][CH2:12][OH:13])[CH2:9][CH2:8][CH2:7][CH2:6][CH2:5][CH:4]=[CH:3]1.C1CCN2C(=NCCC2)CC1.CCOC(C)=O.O, predict the reaction product.